From a dataset of Reaction yield outcomes from USPTO patents with 853,638 reactions. Predict the reaction yield, written as a fraction of the theoretical maximum amount of product (1.0 means a 100% yield; for example, 0.34 means a 34% yield). (1) The reactants are [F:1][C:2]1[CH:7]=[C:6]([F:8])[CH:5]=[CH:4][C:3]=1[N:9]1[C:17](=[O:18])[C:16]2[C@@H:15]3[C:19]([CH3:21])([CH3:20])[C@@:12]([CH3:22])([CH2:13][CH2:14]3)[C:11]=2[NH:10]1.[Cl:23][C:24]1[CH:31]=[CH:30][C:27]([CH2:28]Br)=[CH:26][CH:25]=1.C. The catalyst is [I-].C([N+](CCCC)(CCCC)CCCC)CCC.CN(C)C=O.C(O)C. The product is [Cl:23][C:24]1[CH:31]=[CH:30][C:27]([CH2:28][N:10]2[C:11]3[C@@:12]4([CH3:22])[C:19]([CH3:21])([CH3:20])[C@H:15]([CH2:14][CH2:13]4)[C:16]=3[C:17](=[O:18])[N:9]2[C:3]2[CH:4]=[CH:5][C:6]([F:8])=[CH:7][C:2]=2[F:1])=[CH:26][CH:25]=1. The yield is 0.480. (2) The reactants are Cl[C:2]1[N:10]=[CH:9][N:8]=[C:7]2[C:3]=1[N:4]=[CH:5][N:6]2[CH:11]1[CH2:16][CH2:15][CH2:14][CH2:13][O:12]1.ClC1N=CN=C2C=1NC=N2.[OH:27][C:28]1[CH:33]=[CH:32][C:31]([NH2:34])=[CH:30][CH:29]=1.C(N(C(C)C)C(C)C)C. The catalyst is C(O)CCC. The product is [OH:27][C:28]1[CH:33]=[CH:32][C:31]([NH:34][C:2]2[N:10]=[CH:9][N:8]=[C:7]3[C:3]=2[N:4]=[CH:5][N:6]3[CH:11]2[CH2:16][CH2:15][CH2:14][CH2:13][O:12]2)=[CH:30][CH:29]=1. The yield is 0.900. (3) The product is [F:8][C:4]1[C:3]2[O:9][C:13]([C:12]([O:11][CH3:10])=[O:17])=[N:1][C:2]=2[CH:7]=[CH:6][CH:5]=1. The reactants are [NH2:1][C:2]1[CH:7]=[CH:6][CH:5]=[C:4]([F:8])[C:3]=1[OH:9].[CH3:10][O:11][C:12](OC)([O:17]C)[C:13](OC)=O. The catalyst is CO. The yield is 0.533. (4) The reactants are [CH3:1][N:2]1[C:7](=[O:8])[C:6]([NH:9][C:10]2[CH:15]=[CH:14][C:13]([N:16]3[CH2:21][CH2:20][N:19]([CH:22]4[CH2:25][O:24][CH2:23]4)[CH2:18][C@@H:17]3[CH3:26])=[CH:12][N:11]=2)=[CH:5][C:4]([C:27]2[CH:32]=[CH:31][N:30]=[C:29]([N:33]3[C:45](=[O:46])[C:44]4[N:36]([C:37]5[C@H:38]6[CH2:47][C@@H:41]([C:42]=5[CH:43]=4)[CH2:40][CH2:39]6)[CH2:35][CH2:34]3)[C:28]=2[CH:48]=[O:49])=[CH:3]1.[BH4-].[Na+]. The catalyst is CO. The product is [OH:49][CH2:48][C:28]1[C:29]([N:33]2[C:45](=[O:46])[C:44]3[N:36]([C:37]4[C@H:38]5[CH2:47][C@@H:41]([C:42]=4[CH:43]=3)[CH2:40][CH2:39]5)[CH2:35][CH2:34]2)=[N:30][CH:31]=[CH:32][C:27]=1[C:4]1[CH:5]=[C:6]([NH:9][C:10]2[CH:15]=[CH:14][C:13]([N:16]3[CH2:21][CH2:20][N:19]([CH:22]4[CH2:23][O:24][CH2:25]4)[CH2:18][C@@H:17]3[CH3:26])=[CH:12][N:11]=2)[C:7](=[O:8])[N:2]([CH3:1])[CH:3]=1. The yield is 0.280. (5) The yield is 0.670. The reactants are [F:1][CH2:2][C:3]1[C:4]([C:9]([O:11]C)=O)=[N:5][CH:6]=[CH:7][N:8]=1.[CH2:13]([C:17]1[CH:18]=[C:19]([CH:21]=[CH:22][C:23]=1[C:24]([O:33][CH3:34])([C:29]([F:32])([F:31])[F:30])[C:25]([F:28])([F:27])[F:26])[NH2:20])[CH:14]([CH3:16])[CH3:15].C[O-].[Na+].Cl. The product is [CH2:13]([C:17]1[CH:18]=[C:19]([NH:20][C:9]([C:4]2[C:3]([CH2:2][F:1])=[N:8][CH:7]=[CH:6][N:5]=2)=[O:11])[CH:21]=[CH:22][C:23]=1[C:24]([O:33][CH3:34])([C:25]([F:28])([F:26])[F:27])[C:29]([F:30])([F:31])[F:32])[CH:14]([CH3:16])[CH3:15]. The catalyst is CO. (6) The reactants are [I:1][C:2]1[CH:7]=[CH:6][C:5]([S:8]([N:11]2[CH2:14][CH:13]([C:15]([OH:17])=[O:16])[CH2:12]2)(=[O:10])=[O:9])=[CH:4][CH:3]=1.[CH2:18](N(CC)CC)C.S(Cl)(Cl)=O.CO. The catalyst is C1COCC1.CCOC(C)=O. The product is [I:1][C:2]1[CH:3]=[CH:4][C:5]([S:8]([N:11]2[CH2:12][CH:13]([C:15]([O:17][CH3:18])=[O:16])[CH2:14]2)(=[O:10])=[O:9])=[CH:6][CH:7]=1. The yield is 0.770. (7) The reactants are [CH2:1]([O:3][C:4](=[O:30])[C:5]([N:7]([CH2:19][C:20]1[CH:21]=[CH:22][C:23]2[O:27][CH:26]=[C:25](Br)[C:24]=2[CH:29]=1)[CH2:8][C:9]1[CH:14]=[CH:13][C:12]([C:15]([F:18])([F:17])[F:16])=[CH:11][CH:10]=1)=[O:6])[CH3:2].[C:31]([C:33]1[CH:38]=[CH:37][C:36]([CH2:39][CH2:40][CH3:41])=[CH:35][CH:34]=1)#[CH:32]. No catalyst specified. The product is [CH2:1]([O:3][C:4](=[O:30])[C:5](=[O:6])[N:7]([CH2:19][C:20]1[CH:21]=[CH:22][C:23]2[O:27][CH:26]=[C:25]([C:32]#[C:31][C:33]3[CH:38]=[CH:37][C:36]([CH2:39][CH2:40][CH3:41])=[CH:35][CH:34]=3)[C:24]=2[CH:29]=1)[CH2:8][C:9]1[CH:14]=[CH:13][C:12]([C:15]([F:18])([F:17])[F:16])=[CH:11][CH:10]=1)[CH3:2]. The yield is 0.0500. (8) The reactants are C(OC([NH:8][CH:9]1[C:18]2[C:13](=[CH:14][CH:15]=[C:16]([NH:19][C:20]([C:22]3[C:31](=[O:32])[C:30]4[C:25](=[CH:26][CH:27]=[CH:28][CH:29]=4)[NH:24][CH:23]=3)=[O:21])[CH:17]=2)[CH2:12][CH2:11][CH2:10]1)=O)(C)(C)C.C(O)(C(F)(F)F)=O. The catalyst is ClCCl. The product is [NH2:8][CH:9]1[C:18]2[C:13](=[CH:14][CH:15]=[C:16]([NH:19][C:20]([C:22]3[C:31](=[O:32])[C:30]4[C:25](=[CH:26][CH:27]=[CH:28][CH:29]=4)[NH:24][CH:23]=3)=[O:21])[CH:17]=2)[CH2:12][CH2:11][CH2:10]1. The yield is 0.930. (9) The reactants are Br[CH:2]1[CH2:7][CH2:6][C:5](=O)[NH:4][C:3]1=[O:9].[Br:10][C:11]1[CH:12]=[C:13]([C:19](=[S:21])[NH2:20])[C:14]([O:17][CH3:18])=[N:15][CH:16]=1. The catalyst is C(O)C. The product is [Br:10][C:11]1[CH:12]=[C:13]([C:19]2[S:21][C:6]3[CH2:7][CH2:2][C:3](=[O:9])[NH:4][C:5]=3[N:20]=2)[C:14]([O:17][CH3:18])=[N:15][CH:16]=1. The yield is 0.510.